Predict the reactants needed to synthesize the given product. From a dataset of Full USPTO retrosynthesis dataset with 1.9M reactions from patents (1976-2016). (1) Given the product [C:10]([O:14][C:15]([CH:17]1[CH2:18][CH2:19][N:20]([C:23]2[C:31]([C:32]#[N:33])=[CH:30][C:26]([C:27](=[O:28])[N:38]([O:39][CH3:40])[CH3:37])=[C:25]([O:34][CH3:35])[N:24]=2)[CH2:21][CH2:22]1)=[O:16])([CH3:13])([CH3:12])[CH3:11], predict the reactants needed to synthesize it. The reactants are: CCN(C(C)C)C(C)C.[C:10]([O:14][C:15]([CH:17]1[CH2:22][CH2:21][N:20]([C:23]2[C:31]([C:32]#[N:33])=[CH:30][C:26]([C:27](O)=[O:28])=[C:25]([O:34][CH3:35])[N:24]=2)[CH2:19][CH2:18]1)=[O:16])([CH3:13])([CH3:12])[CH3:11].Cl.[CH3:37][NH:38][O:39][CH3:40].C1CN([P+](Br)(N2CCCC2)N2CCCC2)CC1.F[P-](F)(F)(F)(F)F. (2) Given the product [Br:10][C:6]1[N:5]=[C:4]([C:19](=[O:20])[CH3:18])[CH:9]=[CH:8][CH:7]=1, predict the reactants needed to synthesize it. The reactants are: N#N.Br[C:4]1[CH:9]=[CH:8][CH:7]=[C:6]([Br:10])[N:5]=1.[Li]CCCC.[NH4+].[Cl-].[CH3:18][CH2:19][O:20]CC. (3) Given the product [Br:1][C:2]1[C:10]2[C:5](=[C:6]([CH2:15][O:16][CH2:17][C:18]3([C:31]4[CH:32]=[CH:33][CH:34]=[CH:35][CH:36]=4)[CH2:19][CH2:20][NH:21][CH2:22][CH2:23]3)[CH:7]=[C:8]([C:11]([F:14])([F:13])[F:12])[CH:9]=2)[NH:4][N:3]=1, predict the reactants needed to synthesize it. The reactants are: [Br:1][C:2]1[N:3](COCC[Si](C)(C)C)[N:4]=[C:5]2[C:10]=1[CH:9]=[C:8]([C:11]([F:14])([F:13])[F:12])[CH:7]=[C:6]2[CH2:15][O:16][CH2:17][C:18]1([C:31]2[CH:36]=[CH:35][CH:34]=[CH:33][CH:32]=2)[CH2:23][CH2:22][N:21](C(OC(C)(C)C)=O)[CH2:20][CH2:19]1.FC(F)(F)C(O)=O.C(Cl)Cl. (4) Given the product [C:25]1([C:23]#[C:24][C:7]2[CH:6]=[CH:5][C:4]([O:3][C:2]([F:1])([F:21])[F:22])=[CH:9][CH:8]=2)[CH2:30][CH2:29][CH2:28][CH2:27][CH:26]=1, predict the reactants needed to synthesize it. The reactants are: [F:1][C:2]([F:22])([F:21])[O:3][C:4]1[CH:9]=[CH:8][C:7](OS(C2C=CC(C)=CC=2)(=O)=O)=[CH:6][CH:5]=1.[C:23]([C:25]1[CH2:30][CH2:29][CH2:28][CH2:27][CH:26]=1)#[CH:24].